This data is from Full USPTO retrosynthesis dataset with 1.9M reactions from patents (1976-2016). The task is: Predict the reactants needed to synthesize the given product. (1) Given the product [CH2:18]([C:17]1[N:8]2[C:9]([C:10](=[O:12])[NH:11][C:6]([CH:1]3[CH2:5][CH2:4][CH2:3][CH2:2]3)=[N:7]2)=[C:13]([CH2:14][CH3:15])[N:16]=1)[CH2:19][CH2:20][CH3:21], predict the reactants needed to synthesize it. The reactants are: [CH:1]1([C:6]2[NH:11][C:10](=[O:12])[C:9]([CH:13]([NH:16][C:17](=O)[CH2:18][CH2:19][CH2:20][CH3:21])[CH2:14][CH3:15])=[N:8][N:7]=2)[CH2:5][CH2:4][CH2:3][CH2:2]1.P(Cl)(Cl)(Cl)=O. (2) The reactants are: Cl[C:2]1[CH:3]=[C:4]([NH:9][C:10]2[N:15]=[C:14]([NH:16][CH2:17][CH2:18]NC(=O)C)[C:13]([N+:23]([O-:25])=[O:24])=[CH:12][N:11]=2)[CH:5]=[CH:6][C:7]=1[Cl:8].[OH-:26].[Na+].[O:28]1[CH2:32][CH2:31]CC1. Given the product [Cl:8][C:7]1[CH:2]=[CH:3][C:4]([NH:9][C:10]2[N:15]=[C:14]([NH:16][CH2:17][CH2:18][CH2:31][C:32]([OH:28])=[O:26])[C:13]([N+:23]([O-:25])=[O:24])=[CH:12][N:11]=2)=[CH:5][CH:6]=1, predict the reactants needed to synthesize it.